The task is: Predict the reactants needed to synthesize the given product.. This data is from Full USPTO retrosynthesis dataset with 1.9M reactions from patents (1976-2016). (1) Given the product [C:2]([O:5][C:6](=[O:7])[NH:8][CH:9]1[CH2:10][CH2:11][N:12]([CH2:27][CH2:26][C:25]2[C:24]3[C:19](=[CH:20][CH:21]=[C:22]([O:28][CH3:29])[CH:23]=3)[N:18]=[CH:17][C:16]=2[Cl:15])[CH2:13][CH2:14]1)([CH3:1])([CH3:3])[CH3:4], predict the reactants needed to synthesize it. The reactants are: [CH3:1][C:2]([O:5][C:6]([NH:8][CH:9]1[CH2:14][CH2:13][NH:12][CH2:11][CH2:10]1)=[O:7])([CH3:4])[CH3:3].[Cl:15][C:16]1[CH:17]=[N:18][C:19]2[C:24]([C:25]=1[CH:26]=[CH2:27])=[CH:23][C:22]([O:28][CH3:29])=[CH:21][CH:20]=2. (2) Given the product [C:1]([NH:24][CH2:25][CH2:26][NH:27][P:28](=[O:31])([O:29][CH3:30])[O:63][CH2:62][C@@H:60]1[C@@H:59]([N:64]=[N+:65]=[N-:66])[CH2:58][C@@H:57]([N:51]2[CH:50]=[C:49]([CH3:48])[C:55](=[O:56])[NH:54][C:52]2=[O:53])[O:61]1)(=[O:23])[CH2:2][CH2:3]/[CH:4]=[CH:5]\[CH2:6]/[CH:7]=[CH:8]\[CH2:9]/[CH:10]=[CH:11]\[CH2:12]/[CH:13]=[CH:14]\[CH2:15]/[CH:16]=[CH:17]\[CH2:18]/[CH:19]=[CH:20]\[CH2:21][CH3:22], predict the reactants needed to synthesize it. The reactants are: [C:1]([NH:24][CH2:25][CH2:26][NH:27][P:28](=O)([O:31]C1C=CC([N+]([O-])=O)=CC=1)[O:29][CH3:30])(=[O:23])[CH2:2][CH2:3]/[CH:4]=[CH:5]\[CH2:6]/[CH:7]=[CH:8]\[CH2:9]/[CH:10]=[CH:11]\[CH2:12]/[CH:13]=[CH:14]\[CH2:15]/[CH:16]=[CH:17]\[CH2:18]/[CH:19]=[CH:20]\[CH2:21][CH3:22].C([Mg]Cl)(C)(C)C.[CH3:48][C:49]1[C:55](=[O:56])[NH:54][C:52](=[O:53])[N:51]([C@@H:57]2[O:61][C@H:60]([CH2:62][OH:63])[C@@H:59]([N:64]=[N+:65]=[N-:66])[CH2:58]2)[CH:50]=1. (3) The reactants are: [CH:1]([NH:3]/[C:4](/[C:14](/[NH:24][CH:25]=O)=[CH:15]/[C:16]1[CH:21]=[CH:20][CH:19]=[CH:18][C:17]=1[O:22][CH3:23])=[CH:5]\[C:6]1[CH:11]=[CH:10][CH:9]=[CH:8][C:7]=1[O:12][CH3:13])=O.ClCCl.P(Cl)(Cl)(Cl)=O.C(=O)([O-])O.[Na+]. Given the product [N+:3](/[C:4](/[C:14](/[N+:24]#[C-:25])=[CH:15]/[C:16]1[CH:21]=[CH:20][CH:19]=[CH:18][C:17]=1[O:22][CH3:23])=[CH:5]\[C:6]1[CH:11]=[CH:10][CH:9]=[CH:8][C:7]=1[O:12][CH3:13])#[C-:1], predict the reactants needed to synthesize it.